This data is from Catalyst prediction with 721,799 reactions and 888 catalyst types from USPTO. The task is: Predict which catalyst facilitates the given reaction. (1) Reactant: [Br:1][C:2]1[C:10]2[C:5](=[C:6]([O:17][C:18]3[CH:23]=[CH:22][C:21]([S:24]([CH3:27])(=[O:26])=[O:25])=[CH:20][CH:19]=3)[CH:7]=[C:8]([S:11]([CH:14]([CH3:16])[CH3:15])(=[O:13])=[O:12])[CH:9]=2)[NH:4][N:3]=1.C(N(CC)CC)C.[C:35](O[C:35]([O:37][C:38]([CH3:41])([CH3:40])[CH3:39])=[O:36])([O:37][C:38]([CH3:41])([CH3:40])[CH3:39])=[O:36]. Product: [Br:1][C:2]1[C:10]2[C:5](=[C:6]([O:17][C:18]3[CH:23]=[CH:22][C:21]([S:24]([CH3:27])(=[O:26])=[O:25])=[CH:20][CH:19]=3)[CH:7]=[C:8]([S:11]([CH:14]([CH3:16])[CH3:15])(=[O:13])=[O:12])[CH:9]=2)[N:4]([C:35]([O:37][C:38]([CH3:41])([CH3:40])[CH3:39])=[O:36])[N:3]=1. The catalyst class is: 39. (2) Reactant: [CH2:1]([O:4][C:5]1[CH:10]=[CH:9][C:8]([N+:11]([O-:13])=[O:12])=[C:7](F)[CH:6]=1)[CH:2]=[CH2:3].[CH3:15][NH2:16]. Product: [CH2:1]([O:4][C:5]1[CH:10]=[CH:9][C:8]([N+:11]([O-:13])=[O:12])=[C:7]([CH:6]=1)[NH:16][CH3:15])[CH:2]=[CH2:3]. The catalyst class is: 1. (3) Reactant: [Cl:1][C:2]1[CH:3]=[C:4]([CH:9]=[CH:10][C:11]=1[O:12][CH:13]([CH3:15])[CH3:14])[C:5](=[NH:8])[NH:6][OH:7].[C:16]([C:18]1[CH:26]=[CH:25][C:21]([C:22](Cl)=O)=[CH:20][CH:19]=1)#[N:17].O. Product: [Cl:1][C:2]1[CH:3]=[C:4]([C:5]2[N:8]=[C:22]([C:21]3[CH:25]=[CH:26][C:18]([C:16]#[N:17])=[CH:19][CH:20]=3)[O:7][N:6]=2)[CH:9]=[CH:10][C:11]=1[O:12][CH:13]([CH3:15])[CH3:14]. The catalyst class is: 3.